This data is from Full USPTO retrosynthesis dataset with 1.9M reactions from patents (1976-2016). The task is: Predict the reactants needed to synthesize the given product. (1) Given the product [Cl:1][C:2]1[N:3]=[C:4]([C:9]([NH:16][C:17]2[CH:33]=[CH:32][C:20]3[N:21]([C:25]([O:27][C:28]([CH3:29])([CH3:30])[CH3:31])=[O:26])[CH2:22][CH2:23][O:24][C:19]=3[CH:18]=2)=[O:11])[NH:5][C:6]=1[CH2:7][CH3:8], predict the reactants needed to synthesize it. The reactants are: [Cl:1][C:2]1[N:3]=[C:4]([C:9]([OH:11])=O)[NH:5][C:6]=1[CH2:7][CH3:8].S(Cl)(Cl)=O.[NH2:16][C:17]1[CH:33]=[CH:32][C:20]2[N:21]([C:25]([O:27][C:28]([CH3:31])([CH3:30])[CH3:29])=[O:26])[CH2:22][CH2:23][O:24][C:19]=2[CH:18]=1. (2) Given the product [CH3:28][N:29]([CH3:33])[CH2:30][CH2:31][O:1][C:2]1[CH:3]=[C:4]([NH:10][S:11]([C:14]2[CH:19]=[CH:18][C:17]([I:20])=[CH:16][CH:15]=2)(=[O:13])=[O:12])[CH:5]=[CH:6][C:7]=1[O:8][CH3:9], predict the reactants needed to synthesize it. The reactants are: [OH:1][C:2]1[CH:3]=[C:4]([NH:10][S:11]([C:14]2[CH:19]=[CH:18][C:17]([I:20])=[CH:16][CH:15]=2)(=[O:13])=[O:12])[CH:5]=[CH:6][C:7]=1[O:8][CH3:9].C(=O)([O-])[O-].[K+].[K+].Cl.[CH3:28][N:29]([CH3:33])[CH2:30][CH2:31]Cl.